From a dataset of Peptide-MHC class I binding affinity with 185,985 pairs from IEDB/IMGT. Regression. Given a peptide amino acid sequence and an MHC pseudo amino acid sequence, predict their binding affinity value. This is MHC class I binding data. (1) The peptide sequence is VDLLKNYM. The MHC is Mamu-A11 with pseudo-sequence Mamu-A11. The binding affinity (normalized) is 0.237. (2) The peptide sequence is YLLFASMGFK. The MHC is HLA-A31:01 with pseudo-sequence HLA-A31:01. The binding affinity (normalized) is 0.220. (3) The peptide sequence is LNPIDGPL. The MHC is Mamu-A01 with pseudo-sequence Mamu-A01. The binding affinity (normalized) is 0.0673. (4) The peptide sequence is MGCLGNQLL. The MHC is Mamu-B03 with pseudo-sequence Mamu-B03. The binding affinity (normalized) is 0.163.